Dataset: Experimentally validated miRNA-target interactions with 360,000+ pairs, plus equal number of negative samples. Task: Binary Classification. Given a miRNA mature sequence and a target amino acid sequence, predict their likelihood of interaction. (1) The miRNA is hsa-miR-4302 with sequence CCAGUGUGGCUCAGCGAG. The protein sequence of the target gene is MLSAFQRLFRVLFVIETVSEYGVLIFIYGWPFLQTLAMLLIGTVSFHLWIRRNRERNSRSGKTRCRSKRSEQSMDMGTSALSKKPWWTLPQNFHAPMVFHMEEDQEELIFGHGDTYLRCIEVHSHTLIQLESWFTATGQTRVTVVGPHRARQWLLHMFCCVGSQDSYHHARGLEMLERVRSQPLTNDDLVTSISVPPYTGDLSLAPRISGTVCLSVPQPSPYQVIGCSGFHLSSLYP. Result: 0 (no interaction). (2) The miRNA is hsa-miR-6804-5p with sequence UGAGGGUGUCAGCAGGUGACG. The protein sequence of the target gene is MPTQLEMAMDTMIRIFHRYSGKERKRFKLSKGELKLLLQRELTEFLSCQKETQLVDKIVQDLDANKDNEVDFNEFVVMVAALTVACNDYFVEQLKKKGK. Result: 0 (no interaction). (3) The miRNA is bta-miR-145 with sequence GUCCAGUUUUCCCAGGAAUCCCU. The protein sequence of the target gene is MAPQNLGTFCLLLLYLIGTVIAGRDFYKILGVPRSASIKDIKKAYRKLALQLHPDRNPDDPRAQEKFQDLGAAYEVLSDSEKRKQYDTYGEEGLKDGHQSSHGDIFSHFFGDFGFMFGGTPRQQDRNIPRGSDIIVDLEVTLEEVYAGNFVEVVRNKPVARQAPGKRKCNCRQEMRTTQLGPGRFQMTQEVVCDECPNVKLVNEERTLEVEIEPGVRDGMEYPFIGEGEPHVDGEPGDLRFRIKVVKHSIFERRGDDLYTNVTISLVESLVGFDMDITHLDGHKVHISRDKITRPGAKLW.... Result: 1 (interaction). (4) The miRNA is mmu-miR-196b-5p with sequence UAGGUAGUUUCCUGUUGUUGGG. The protein sequence of the target gene is MPGLSCRFYQHKFPEVEDVVMVNVRSIAEMGAYVSLLEYNNIEGMILLSELSRRRIRSINKLIRIGRNECVVVIRVDKEKGYIDLSKRRVSPEEAIKCEDKFTKSKTVYSILRHVAEVLEYTKDEQLESLFQRTAWVFDDKYKRPGYGAYDAFKHAVSDPSILDSLDLNEDEREVLINNINRRLTPQAVKIRADIEVACYGYEGIDAVKEALRAGLNCSTETMPIKINLIAPPRYVMTTTTLERTEGLSVLNQAMAVIKEKIEEKRGVFNVQMEPKVVTDTDETELARQLERLERENAEV.... Result: 1 (interaction). (5) The miRNA is hsa-miR-4761-5p with sequence ACAAGGUGUGCAUGCCUGACC. The protein sequence of the target gene is MPWEEPAGEKPSCSHSQKAFHMEPAQKPCFTTDMVTWALLCISAETVRGEAPSQPRGIPHRSPVSVDDLWLEKTQRKKLQKQAHVERRLHIGAVHKDGVKCWRKTIITSPESLNLPRRSHPLSQSAPTGLNHMGWPEHTPGTAMPDGALDTAVCADEVGSEEDLYDDLHSSSHHYSHPGGGGEQLAINELISDGSVVCAEALWDHVTMDDQELGFKAGDVIEVMDATNREWWWGRVADGEGWFPASFVRLRVNQDEPADDDAPLAGNSGAEDGGAEAQSSKDQMRTNVINEILSTERDYI.... Result: 1 (interaction). (6) The miRNA is hsa-miR-5588-5p with sequence ACUGGCAUUAGUGGGACUUUU. The protein sequence of the target gene is MTTLDSNNNTGGVITYIGSSGSSPSRTSPESLYSDNSNGSFQSLTQGCPTYFPPSPTGSLTQDPARSFGSIPPSLSDDGSPSSSSSSSSSSSSFYNGSPPGSLQVAMEDSSRVSPSKSTSNITKLNGMVLLCKVCGDVASGFHYGVHACEGCKGFFRRSIQQNIQYKRCLKNENCSIVRINRNRCQQCRFKKCLSVGMSRDAVRFGRIPKREKQRMLAEMQSAMNLANNQLSSQCPLETSPTQHPTPGPMGPSPPPAPVPSPLVGFSQFPQQLTPPRSPSPEPTVEDVISQVARAHREIF.... Result: 0 (no interaction). (7) The miRNA is mmu-miR-7b-5p with sequence UGGAAGACUUGUGAUUUUGUUGUU. The protein sequence of the target gene is MAVPAALIPPTQLVPPQPPISTSASSSGTTTSTSSATSSPAPSIGPPASSGPTLFRPEPIASSASSSAAATVTSPGGGGGGSGGGGGSGGNGGGGGSNCNPSLAAGSSGGGVSAGGGGASSTPITASTGSSSSSSSSSSSSSSSSSSSSSSSSSSSCGPLPGKPVYSTPSPVENTPQNNECKMVDLRGAKVASFTVEGCELICLPQAFDLFLKHLVGGLHTVYTKLKRLEITPVVCNVEQVRILRGLGAIQPGVNRCKLISRKDFETLYNDCTNASSRPGRPPKRTQSVTSPENSHIMPH.... Result: 1 (interaction). (8) The miRNA is hsa-miR-193b-3p with sequence AACUGGCCCUCAAAGUCCCGCU. The protein sequence of the target gene is MDDDLMLALRLQEEWNLQEAERDHAQESLSLVDASWELVDPTPDLQALFVQFNDQFFWGQLEAVEVKWSVRMTLCAGICSYEGKGGMCSIRLSEPLLKLRPRKDLVETLLHEMIHAYLFVTNNDKDREGHGPEFCKHMHRINSLTGANITVYHTFHDEVDEYRRHWWRCNGPCQHRPPYYGYVKRATNREPSAHDYWWAEHQKTCGGTYIKIKEPENYSKKGKGKAKLGKEPVLAAENKDKPNRGEAQLVIPFSGKGYVLGETSNLPSPGKLITSHAINKTQDLLNQNHSANAVRPNSKI.... Result: 1 (interaction). (9) The miRNA is hsa-miR-609 with sequence AGGGUGUUUCUCUCAUCUCU. The protein sequence of the target gene is MAGFLDNFRWPECECIDWSERRNTVASVVAGILFFTGWWIMIDAAVVYPKPEQLNHAFHTCGVFSTLAFFMINAVSNAQVRGDSYESGCLGRTGARVWLFIGFMLMFGSLIASMWILFGAYVTQNIDVYPGLAVFFQNALIFFSTLIYKFGRTEELWA. Result: 0 (no interaction). (10) The miRNA is hsa-miR-26b-5p with sequence UUCAAGUAAUUCAGGAUAGGU. The protein sequence of the target gene is MFAKATRNFLREVDADGDLIAVSNLNDSDKLQLLSLVTKKKRFWCWQRPKYQFLSLTLGDVLIEDQFPSPVVVESDFVKYEGKFANHVSGTLETALGKVKLNLGGSSRVESQSSFGTLRKQEVDLQQLIRDSAERTINLRNPVLQQVLEGRNEVLCVLTQKITTMQKCVISEHMQVEEKCGGIVGIQTKTVQVSATEDGNVTKDSNVVLEIPAATTIAYGVIELYVKLDGQFEFCLLRGKQGGFENKKRIDSVYLDPLVFREFAFIDMPDAAHGISSQDGPLSVLKQATLLLERNFHPFA.... Result: 1 (interaction).